This data is from Full USPTO retrosynthesis dataset with 1.9M reactions from patents (1976-2016). The task is: Predict the reactants needed to synthesize the given product. (1) Given the product [Cl:37][C:34]1[CH:35]=[CH:36][C:31]([CH2:30][N:26]([CH:27]2[CH2:28][CH2:29]2)[C:25]([C@H:23]2[CH2:22][C@@H:21]([NH:45][C:46](=[O:51])[C:47]([CH3:50])([CH3:49])[CH3:48])[CH2:20][NH:19][CH2:24]2)=[O:44])=[CH:32][C:33]=1[O:38][CH2:39][CH2:40][CH2:41][O:42][CH3:43], predict the reactants needed to synthesize it. The reactants are: Cl.C1C2C(COC([N:19]3[CH2:24][C@@H:23]([C:25](=[O:44])[N:26]([CH2:30][C:31]4[CH:36]=[CH:35][C:34]([Cl:37])=[C:33]([O:38][CH2:39][CH2:40][CH2:41][O:42][CH3:43])[CH:32]=4)[CH:27]4[CH2:29][CH2:28]4)[CH2:22][C@@H:21]([NH2:45])[CH2:20]3)=O)C3C(=CC=CC=3)C=2C=CC=1.[C:46](Cl)(=[O:51])[C:47]([CH3:50])([CH3:49])[CH3:48]. (2) Given the product [C:1]([O:5][C:6](=[O:27])[NH:7][C@H:8]([C:12]1[CH:17]=[C:16]([C:18]2[N:22]([CH:23]([F:25])[F:24])[N:21]=[CH:20][C:19]=2[NH:26][C:30](=[O:31])[C@H:29]([CH3:28])[CH:33]=[CH2:34])[CH:15]=[CH:14][N:13]=1)[CH2:9][CH:10]=[CH2:11])([CH3:2])([CH3:3])[CH3:4], predict the reactants needed to synthesize it. The reactants are: [C:1]([O:5][C:6](=[O:27])[NH:7][C@H:8]([C:12]1[CH:17]=[C:16]([C:18]2[N:22]([CH:23]([F:25])[F:24])[N:21]=[CH:20][C:19]=2[NH2:26])[CH:15]=[CH:14][N:13]=1)[CH2:9][CH:10]=[CH2:11])([CH3:4])([CH3:3])[CH3:2].[CH3:28][C@H:29]([CH:33]=[CH2:34])[C:30](O)=[O:31].N1C=CC=CC=1.C(P1(=O)OP(CCC)(=O)OP(CCC)(=O)O1)CC. (3) Given the product [CH2:8]([O:15][C:16]([N:18]1[CH2:21][CH2:20][C@H:19]1[CH2:22][O:23][C:24]1[CH:25]=[C:26]([C:30]2[CH:31]=[C:32]([CH:35]=[CH:36][CH:37]=2)[CH2:33][NH:34][C:1](=[O:3])[CH3:2])[CH:27]=[N:28][CH:29]=1)=[O:17])[C:9]1[CH:14]=[CH:13][CH:12]=[CH:11][CH:10]=1, predict the reactants needed to synthesize it. The reactants are: [C:1](OC(=O)C)(=[O:3])[CH3:2].[CH2:8]([O:15][C:16]([N:18]1[CH2:21][CH2:20][C@H:19]1[CH2:22][O:23][C:24]1[CH:25]=[C:26]([C:30]2[CH:31]=[C:32]([CH:35]=[CH:36][CH:37]=2)[CH2:33][NH2:34])[CH:27]=[N:28][CH:29]=1)=[O:17])[C:9]1[CH:14]=[CH:13][CH:12]=[CH:11][CH:10]=1.C(N(CC)CC)C. (4) The reactants are: [C:1]([O:9]CC)(=O)[CH2:2][C:3]([O:5][CH2:6][CH3:7])=[O:4].[H-].[Na+].[H][H].[CH3:16][N:17]1C(=O)O[C:20](=[O:21])[C:19]2=[CH:25][CH:26]=[CH:27][CH:28]=[C:18]12.Cl. Given the product [CH2:6]([O:5][C:3]([C:2]1[C:1](=[O:9])[N:17]([CH3:16])[C:18]2[C:19]([C:20]=1[OH:21])=[CH:25][CH:26]=[CH:27][CH:28]=2)=[O:4])[CH3:7], predict the reactants needed to synthesize it.